The task is: Regression. Given two drug SMILES strings and cell line genomic features, predict the synergy score measuring deviation from expected non-interaction effect.. This data is from NCI-60 drug combinations with 297,098 pairs across 59 cell lines. (1) Synergy scores: CSS=42.1, Synergy_ZIP=-9.35, Synergy_Bliss=-3.13, Synergy_Loewe=-15.3, Synergy_HSA=1.69. Drug 2: C1=CN(C(=O)N=C1N)C2C(C(C(O2)CO)O)O.Cl. Cell line: 786-0. Drug 1: CC1OCC2C(O1)C(C(C(O2)OC3C4COC(=O)C4C(C5=CC6=C(C=C35)OCO6)C7=CC(=C(C(=C7)OC)O)OC)O)O. (2) Drug 1: C(CCl)NC(=O)N(CCCl)N=O. Drug 2: B(C(CC(C)C)NC(=O)C(CC1=CC=CC=C1)NC(=O)C2=NC=CN=C2)(O)O. Cell line: NCI/ADR-RES. Synergy scores: CSS=19.4, Synergy_ZIP=-7.04, Synergy_Bliss=-0.659, Synergy_Loewe=-22.3, Synergy_HSA=-1.09. (3) Drug 1: CN1C(=O)N2C=NC(=C2N=N1)C(=O)N. Drug 2: CC12CCC3C(C1CCC2OP(=O)(O)O)CCC4=C3C=CC(=C4)OC(=O)N(CCCl)CCCl.[Na+]. Cell line: DU-145. Synergy scores: CSS=8.21, Synergy_ZIP=-2.28, Synergy_Bliss=-2.41, Synergy_Loewe=-2.98, Synergy_HSA=-3.82.